Dataset: Full USPTO retrosynthesis dataset with 1.9M reactions from patents (1976-2016). Task: Predict the reactants needed to synthesize the given product. (1) Given the product [O:26]=[C:21]1[CH2:22][CH2:23][CH2:24][CH2:25][N:20]1[C:15]1[CH:16]=[CH:17][CH:18]=[CH:19][C:14]=1[CH2:13][CH2:12][N:42]1[CH2:43][CH2:44][CH:40]([CH2:39][C:38]([O:37][CH3:36])=[O:45])[CH2:41]1, predict the reactants needed to synthesize it. The reactants are: CC1C=CC(S(O[CH2:12][CH2:13][C:14]2[CH:19]=[CH:18][CH:17]=[CH:16][C:15]=2[N:20]2[CH2:25][CH2:24][CH2:23][CH2:22][C:21]2=[O:26])(=O)=O)=CC=1.C(N(C(C)C)CC)(C)C.[CH3:36][O:37][C:38](=[O:45])[CH2:39][CH:40]1[CH2:44][CH2:43][NH:42][CH2:41]1. (2) Given the product [N:1]1[CH:6]=[CH:5][CH:4]=[CH:3][C:2]=1[C:7]1[O:8][C:9]2[CH2:10][N:11]([CH2:23][C:24]3[CH:25]=[C:26]([CH:29]=[CH:30][CH:31]=3)[C:27]#[N:28])[CH2:12][CH2:13][C:14]=2[N:15]=1, predict the reactants needed to synthesize it. The reactants are: [N:1]1[CH:6]=[CH:5][CH:4]=[CH:3][C:2]=1[C:7]1[O:8][C:9]2[CH2:10][NH:11][CH2:12][CH2:13][C:14]=2[N:15]=1.C([O-])([O-])=O.[K+].[K+].Br[CH2:23][C:24]1[CH:25]=[C:26]([CH:29]=[CH:30][CH:31]=1)[C:27]#[N:28]. (3) The reactants are: CC1(C)C(C)(C)OB([C:9]2[CH2:10][C:11]([CH3:18])([CH3:17])[S:12][C:13]([CH3:16])([CH3:15])[CH:14]=2)O1.Br[C:21]1[CH:26]=[CH:25][C:24]([N+:27]([O-:29])=[O:28])=[CH:23][N:22]=1. Given the product [N+:27]([C:24]1[CH:25]=[CH:26][C:21]([C:9]2[CH2:10][C:11]([CH3:18])([CH3:17])[S:12][C:13]([CH3:15])([CH3:16])[CH:14]=2)=[N:22][CH:23]=1)([O-:29])=[O:28], predict the reactants needed to synthesize it. (4) The reactants are: [F:1][C:2]1[CH:7]=[CH:6][C:5]([C:8]2[N:12]([C:13]3[CH:18]=[CH:17][CH:16]=[CH:15][CH:14]=3)[N:11]=[CH:10][C:9]=2[C:19]2[S:20][CH:21]=[C:22]([CH2:24][C:25]([O:27]CC)=[O:26])[N:23]=2)=[CH:4][CH:3]=1.[OH-].[Na+].Cl. Given the product [F:1][C:2]1[CH:3]=[CH:4][C:5]([C:8]2[N:12]([C:13]3[CH:14]=[CH:15][CH:16]=[CH:17][CH:18]=3)[N:11]=[CH:10][C:9]=2[C:19]2[S:20][CH:21]=[C:22]([CH2:24][C:25]([OH:27])=[O:26])[N:23]=2)=[CH:6][CH:7]=1, predict the reactants needed to synthesize it. (5) Given the product [Cl:1][C:2]1[N:10]=[C:9]2[C:5]([N:6]=[CH:7][N:8]2[C@H:23]2[C@H:30]3[C@H:26]([O:27][C:28]([CH3:32])([CH3:31])[O:29]3)[CH2:25][S:24]2)=[C:4]([Cl:11])[N:3]=1, predict the reactants needed to synthesize it. The reactants are: [Cl:1][C:2]1[N:10]=[C:9]2[C:5]([NH:6][CH:7]=[N:8]2)=[C:4]([Cl:11])[N:3]=1.S([O-])([O-])(=O)=O.[NH4+].[NH4+].C(O[C@H:23]1[C@H:30]2[C@H:26]([O:27][C:28]([CH3:32])([CH3:31])[O:29]2)[CH2:25][S:24]1)(=O)C.FC(F)(F)S(O[Si](C)(C)C)(=O)=O. (6) Given the product [C:1]([O:5][C:6](=[O:7])[NH:8][CH2:9][C:10]1[CH:15]=[CH:14][CH:13]=[C:12]([C:20]2[CH:21]=[N:22][C:23]([C:26]([F:29])([F:28])[F:27])=[N:24][CH:25]=2)[CH:11]=1)([CH3:4])([CH3:3])[CH3:2], predict the reactants needed to synthesize it. The reactants are: [C:1]([O:5][C:6]([NH:8][CH2:9][C:10]1[CH:11]=[C:12](B(O)O)[CH:13]=[CH:14][CH:15]=1)=[O:7])([CH3:4])([CH3:3])[CH3:2].Br[C:20]1[CH:21]=[N:22][C:23]([C:26]([F:29])([F:28])[F:27])=[N:24][CH:25]=1.C(=O)([O-])[O-].[K+].[K+].O. (7) Given the product [Cl:1][C:2]1[CH:7]=[C:6]([N:18]2[CH2:23][CH2:22][O:21][CH2:20][CH2:19]2)[N:5]2[N:9]=[C:10]([C:12]3[CH:17]=[CH:16][CH:15]=[CH:14][CH:13]=3)[CH:11]=[C:4]2[N:3]=1, predict the reactants needed to synthesize it. The reactants are: [Cl:1][C:2]1[CH:7]=[C:6](Cl)[N:5]2[N:9]=[C:10]([C:12]3[CH:17]=[CH:16][CH:15]=[CH:14][CH:13]=3)[CH:11]=[C:4]2[N:3]=1.[NH:18]1[CH2:23][CH2:22][O:21][CH2:20][CH2:19]1.